Dataset: Full USPTO retrosynthesis dataset with 1.9M reactions from patents (1976-2016). Task: Predict the reactants needed to synthesize the given product. (1) Given the product [Br:30][C:5]1[S:4][C:3]([C:7]2[N:11]3[N:12]=[C:13]([CH3:21])[CH:14]=[C:15]([CH:16]([CH2:17][CH3:18])[CH2:19][CH3:20])[C:10]3=[N:9][C:8]=2[CH3:22])=[C:2]([Cl:1])[CH:6]=1, predict the reactants needed to synthesize it. The reactants are: [Cl:1][C:2]1[CH:6]=[CH:5][S:4][C:3]=1[C:7]1[N:11]2[N:12]=[C:13]([CH3:21])[CH:14]=[C:15]([CH:16]([CH2:19][CH3:20])[CH2:17][CH3:18])[C:10]2=[N:9][C:8]=1[CH3:22].C1C(=O)N([Br:30])C(=O)C1. (2) The reactants are: CN1CCCC1=O.[CH2:8]([N:12]1[C:20]2[C:19](=[O:21])[N:18]([CH3:22])[N:17]=[CH:16][C:15]=2[N:14]=[C:13]1Cl)[C:9]#[C:10][CH3:11].C(=O)([O-])[O-].[K+].[K+].[N:30]1([C:36]([O:38][C:39]([CH3:42])([CH3:41])[CH3:40])=[O:37])[CH2:35][CH2:34][NH:33][CH2:32][CH2:31]1. Given the product [CH2:8]([N:12]1[C:20]2[C:19](=[O:21])[N:18]([CH3:22])[N:17]=[CH:16][C:15]=2[N:14]=[C:13]1[N:33]1[CH2:32][CH2:31][N:30]([C:36]([O:38][C:39]([CH3:42])([CH3:41])[CH3:40])=[O:37])[CH2:35][CH2:34]1)[C:9]#[C:10][CH3:11], predict the reactants needed to synthesize it. (3) Given the product [N:31]1([CH2:30][CH2:29][O:14][N:13]=[C:8]2[CH2:7][CH:6]([C:15]3[CH:20]=[CH:19][CH:18]=[CH:17][C:16]=3[C:21]3[CH:26]=[CH:25][CH:24]=[CH:23][CH:22]=3)[CH2:5][C:4]3[N:3]=[C:2]([NH2:1])[N:11]=[C:10]([CH3:12])[C:9]2=3)[CH2:35][CH2:34][CH2:33][CH2:32]1, predict the reactants needed to synthesize it. The reactants are: [NH2:1][C:2]1[N:11]=[C:10]([CH3:12])[C:9]2[C:8](=[N:13][OH:14])[CH2:7][CH:6]([C:15]3[CH:20]=[CH:19][CH:18]=[CH:17][C:16]=3[C:21]3[CH:26]=[CH:25][CH:24]=[CH:23][CH:22]=3)[CH2:5][C:4]=2[N:3]=1.Cl.Cl[CH2:29][CH2:30][N:31]1[CH2:35][CH2:34][CH2:33][CH2:32]1.[H-].[Na+].CN(C)CCCON=C1CC(C2C=C(F)C=CC=2C2C=CC=CC=2)CC2N=C(N)N=C(C)C1=2.